Dataset: Forward reaction prediction with 1.9M reactions from USPTO patents (1976-2016). Task: Predict the product of the given reaction. (1) Given the reactants [CH:1]([C@H:14]1[O:19][CH2:18][C@@H:17]([NH2:20])[CH2:16][CH2:15]1)([C:8]1[CH:13]=[CH:12][CH:11]=[CH:10][CH:9]=1)[C:2]1[CH:7]=[CH:6][CH:5]=[CH:4][CH:3]=1.[N+:21]([C:24]1[CH:31]=[CH:30][C:27]([CH:28]=O)=[CH:26][CH:25]=1)([O-:23])=[O:22].C(O)(=O)C.[BH3-]C#N.[Na+], predict the reaction product. The product is: [CH:1]([C@H:14]1[O:19][CH2:18][C@@H:17]([NH:20][CH2:28][C:27]2[CH:30]=[CH:31][C:24]([N+:21]([O-:23])=[O:22])=[CH:25][CH:26]=2)[CH2:16][CH2:15]1)([C:8]1[CH:13]=[CH:12][CH:11]=[CH:10][CH:9]=1)[C:2]1[CH:3]=[CH:4][CH:5]=[CH:6][CH:7]=1. (2) Given the reactants [CH3:1][CH:2]([O:4][C:5]1[CH:6]=[C:7]([O:25][C:26]2[CH:31]=[CH:30][C:29]([S:32]([CH3:35])(=[O:34])=[O:33])=[CH:28][CH:27]=2)[CH:8]=[C:9]2[C:13]=1[NH:12][C:11]([C:14]1[S:15][CH:16]([CH2:19]C(OCC)=O)[CH2:17][N:18]=1)=[CH:10]2)[CH3:3].[O:36]1[CH2:40][CH2:39]CC1.[CH3:41][Mg]Br.Cl, predict the reaction product. The product is: [CH3:41][C:40]([OH:36])([CH3:39])[CH2:19][CH:16]1[S:15][C:14]([C:11]2[NH:12][C:13]3[C:9]([CH:10]=2)=[CH:8][C:7]([O:25][C:26]2[CH:31]=[CH:30][C:29]([S:32]([CH3:35])(=[O:33])=[O:34])=[CH:28][CH:27]=2)=[CH:6][C:5]=3[O:4][CH:2]([CH3:3])[CH3:1])=[N:18][CH2:17]1. (3) Given the reactants [Cl:1][C:2]1[CH:7]=[CH:6][CH:5]=[C:4]([Cl:8])[C:3]=1[S:9][CH2:10][C:11]1[C:15]([CH2:16][OH:17])=[C:14]([CH:18]([CH3:20])[CH3:19])[O:13][N:12]=1.O[C:22]1[CH:27]=[CH:26][C:25]([C:28]2[CH:29]=[C:30]3[C:35](=[CH:36][CH:37]=2)[N:34]=[C:33]([C:38]([O:40][CH2:41][CH3:42])=[O:39])[CH:32]=[CH:31]3)=[CH:24][CH:23]=1.C1(P(C2C=CC=CC=2)C2C=CC=CC=2)C=CC=CC=1.N(C(OC(C)(C)C)=O)=NC(OC(C)(C)C)=O, predict the reaction product. The product is: [Cl:8][C:4]1[CH:5]=[CH:6][CH:7]=[C:2]([Cl:1])[C:3]=1[S:9][CH2:10][C:11]1[C:15]([CH2:16][O:17][C:22]2[CH:23]=[CH:24][C:25]([C:28]3[CH:29]=[C:30]4[C:35](=[CH:36][CH:37]=3)[N:34]=[C:33]([C:38]([O:40][CH2:41][CH3:42])=[O:39])[CH:32]=[CH:31]4)=[CH:26][CH:27]=2)=[C:14]([CH:18]([CH3:20])[CH3:19])[O:13][N:12]=1. (4) Given the reactants [CH2:1]([O:3][C:4]([C:6]1[CH:10]=[C:9]([C:11]2[CH:16]=[CH:15][N:14]=[C:13]([NH2:17])[N:12]=2)[NH:8][CH:7]=1)=[O:5])[CH3:2].[H-].[Na+].[CH3:20]I, predict the reaction product. The product is: [CH2:1]([O:3][C:4]([C:6]1[CH:10]=[C:9]([C:11]2[CH:16]=[CH:15][N:14]=[C:13]([NH2:17])[N:12]=2)[N:8]([CH3:20])[CH:7]=1)=[O:5])[CH3:2]. (5) Given the reactants Br[C:2]1[N:7]=[CH:6][CH:5]=[CH:4][N:3]=1.C(=O)([O-])[O-].[Na+].[Na+].[CH2:14]([O:21][C:22]1[CH:37]=[CH:36][C:35](B2OC(C)(C)C(C)(C)O2)=[CH:34][C:23]=1[C:24]([O:26][CH2:27][C:28]1[CH:33]=[CH:32][CH:31]=[CH:30][CH:29]=1)=[O:25])[C:15]1[CH:20]=[CH:19][CH:18]=[CH:17][CH:16]=1, predict the reaction product. The product is: [CH2:14]([O:21][C:22]1[CH:37]=[CH:36][C:35]([C:2]2[N:7]=[CH:6][CH:5]=[CH:4][N:3]=2)=[CH:34][C:23]=1[C:24]([O:26][CH2:27][C:28]1[CH:29]=[CH:30][CH:31]=[CH:32][CH:33]=1)=[O:25])[C:15]1[CH:16]=[CH:17][CH:18]=[CH:19][CH:20]=1. (6) Given the reactants [Cl:1][C:2]1[CH:3]=[CH:4][C:5]2[C:11](=[O:12])[CH2:10][CH2:9][CH2:8][NH:7][C:6]=2[CH:13]=1.[C:14](O[C:14]([O:16][C:17]([CH3:20])([CH3:19])[CH3:18])=[O:15])([O:16][C:17]([CH3:20])([CH3:19])[CH3:18])=[O:15].CN(C1C=CC=CN=1)C.C(N(C(C)C)CC)(C)C, predict the reaction product. The product is: [C:17]([O:16][C:14]([N:7]1[CH2:8][CH2:9][CH2:10][C:11](=[O:12])[C:5]2[CH:4]=[CH:3][C:2]([Cl:1])=[CH:13][C:6]1=2)=[O:15])([CH3:20])([CH3:19])[CH3:18]. (7) Given the reactants [CH3:1][C:2]1[CH:7]=[CH:6][C:5]([C:8](=[O:16])[NH:9][C:10]2[CH:11]=[N:12][N:13]([CH3:15])[CH:14]=2)=[CH:4][C:3]=1[C@@H:17]1[CH2:19][C@H:18]1[NH:20]C(=O)OC(C)(C)C.[ClH:28].C(OCC)(=O)C, predict the reaction product. The product is: [ClH:28].[ClH:28].[NH2:20][C@@H:18]1[CH2:19][C@H:17]1[C:3]1[CH:4]=[C:5]([CH:6]=[CH:7][C:2]=1[CH3:1])[C:8]([NH:9][C:10]1[CH:11]=[N:12][N:13]([CH3:15])[CH:14]=1)=[O:16]. (8) Given the reactants [NH:1]1[CH2:6][CH2:5][O:4][CH2:3][CH2:2]1.[C:7]([O:11][C:12](=[O:24])[NH:13][CH:14]1[CH2:19][CH2:18][N:17]([CH2:20][CH:21]2[CH2:23][S:22]2)[CH2:16][CH2:15]1)([CH3:10])([CH3:9])[CH3:8], predict the reaction product. The product is: [C:7]([O:11][C:12](=[O:24])[NH:13][CH:14]1[CH2:15][CH2:16][N:17]([CH2:20][CH:21]([SH:22])[CH2:23][N:1]2[CH2:6][CH2:5][O:4][CH2:3][CH2:2]2)[CH2:18][CH2:19]1)([CH3:9])([CH3:8])[CH3:10]. (9) Given the reactants Br[CH2:2][C:3]([C:5]1[CH:10]=[CH:9][C:8]([F:11])=[C:7]([Cl:12])[CH:6]=1)=O.[NH2:13][C:14](=[S:20])[C:15]([O:17][CH2:18][CH3:19])=[O:16], predict the reaction product. The product is: [Cl:12][C:7]1[CH:6]=[C:5]([C:3]2[N:13]=[C:14]([C:15]([O:17][CH2:18][CH3:19])=[O:16])[S:20][CH:2]=2)[CH:10]=[CH:9][C:8]=1[F:11]. (10) Given the reactants C1C=CC2N(O)N=NC=2C=1.CCN(C(C)C)C(C)C.[C:20]1([C:33]2[CH:38]=[CH:37][CH:36]=[CH:35][CH:34]=2)[CH:25]=[CH:24][C:23]([NH:26][C:27](=[O:32])[CH2:28][C:29]([OH:31])=O)=[CH:22][CH:21]=1.CCN=C=NCCCN(C)C.Cl.Cl.[F:52][C:53]([F:70])([F:69])[C:54]1[CH:59]=[CH:58][C:57]([F:60])=[CH:56][C:55]=1[C:61]([N:63]1[CH2:68][CH2:67][NH:66][CH2:65][CH2:64]1)=[O:62], predict the reaction product. The product is: [C:20]1([C:33]2[CH:38]=[CH:37][CH:36]=[CH:35][CH:34]=2)[CH:21]=[CH:22][C:23]([NH:26][C:27](=[O:32])[CH2:28][C:29]([N:66]2[CH2:67][CH2:68][N:63]([C:61](=[O:62])[C:55]3[CH:56]=[C:57]([F:60])[CH:58]=[CH:59][C:54]=3[C:53]([F:70])([F:69])[F:52])[CH2:64][CH2:65]2)=[O:31])=[CH:24][CH:25]=1.